From a dataset of Forward reaction prediction with 1.9M reactions from USPTO patents (1976-2016). Predict the product of the given reaction. (1) Given the reactants Br[C:2]1[C:3]([N+:13]([O-:15])=[O:14])=[C:4]2[C:9](=[CH:10][CH:11]=1)[C:8](=[O:12])[O:7][CH:6]=[CH:5]2.[CH:16]1(B(O)O)[CH2:18][CH2:17]1.C1(P(C2CCCCC2)C2CCCCC2)CCCCC1.P([O-])([O-])([O-])=O.[K+].[K+].[K+].C1(C)C=CC=CC=1, predict the reaction product. The product is: [CH:16]1([C:2]2[C:3]([N+:13]([O-:15])=[O:14])=[C:4]3[C:9](=[CH:10][CH:11]=2)[C:8](=[O:12])[O:7][CH:6]=[CH:5]3)[CH2:18][CH2:17]1. (2) Given the reactants [NH2:1][C:2]1[C:7]([N+:8]([O-:10])=[O:9])=[CH:6][CH:5]=[C:4](Cl)[N:3]=1.[NH2:12][CH2:13][CH2:14][NH2:15].[OH-].[Na+], predict the reaction product. The product is: [NH2:12][CH2:13][CH2:14][NH:15][C:4]1[CH:5]=[CH:6][C:7]([N+:8]([O-:10])=[O:9])=[C:2]([NH2:1])[N:3]=1.